This data is from Catalyst prediction with 721,799 reactions and 888 catalyst types from USPTO. The task is: Predict which catalyst facilitates the given reaction. (1) Reactant: C([O:14][C:15]([C:17]1([O:20]/[N:21]=[C:22](/[C:58]2[N:59]=[C:60]([NH:63]C(OC(C)(C)C)=O)[S:61][CH:62]=2)\[C:23]([NH:25][C@@H:26]2[C:29](=[O:30])[N:28]([S:31]([O-:34])(=[O:33])=[O:32])[C@@H:27]2[CH2:35][N:36]2[N:40]=[C:39]([CH2:41][N:42](C(OC(C)(C)C)=O)[CH2:43][C:44]3[CH:45]=[N+:46]([CH3:50])[CH:47]=[CH:48][CH:49]=3)[CH:38]=[N:37]2)=[O:24])[CH2:19][CH2:18]1)=[O:16])(C1C=CC=CC=1)C1C=CC=CC=1.C(O)(C(F)(F)F)=O. Product: [NH2:63][C:60]1[S:61][CH:62]=[C:58](/[C:22](=[N:21]/[O:20][C:17]2([C:15]([OH:16])=[O:14])[CH2:18][CH2:19]2)/[C:23]([NH:25][C@@H:26]2[C:29](=[O:30])[N:28]([S:31]([O-:34])(=[O:32])=[O:33])[C@@H:27]2[CH2:35][N:36]2[N:40]=[C:39]([CH2:41][NH:42][CH2:43][C:44]3[CH:45]=[N+:46]([CH3:50])[CH:47]=[CH:48][CH:49]=3)[CH:38]=[N:37]2)=[O:24])[N:59]=1. The catalyst class is: 2. (2) Reactant: C(O[CH2:4][NH:5][C:6]1[N:27]=[CH:26][CH:25]=[CH:24][C:7]=1[C:8]([NH:10][CH2:11][C:12]1[S:13][C:14]([O:17][C:18]2[CH:23]=[CH:22][CH:21]=[CH:20][CH:19]=2)=[CH:15][CH:16]=1)=[O:9])C.[BH4-].[Na+].O. Product: [CH3:4][NH:5][C:6]1[N:27]=[CH:26][CH:25]=[CH:24][C:7]=1[C:8]([NH:10][CH2:11][C:12]1[S:13][C:14]([O:17][C:18]2[CH:23]=[CH:22][CH:21]=[CH:20][CH:19]=2)=[CH:15][CH:16]=1)=[O:9]. The catalyst class is: 16. (3) Reactant: [F:1][C:2]1[CH:3]=[C:4]([N:9]2[C:13]([CH2:14][NH:15]C(=O)OC(C)(C)C)=[CH:12][C:11]([C:23]([F:26])([F:25])[F:24])=[N:10]2)[CH:5]=[C:6]([F:8])[CH:7]=1.[ClH:27]. Product: [ClH:27].[F:1][C:2]1[CH:3]=[C:4]([N:9]2[C:13]([CH2:14][NH2:15])=[CH:12][C:11]([C:23]([F:25])([F:24])[F:26])=[N:10]2)[CH:5]=[C:6]([F:8])[CH:7]=1. The catalyst class is: 12. (4) Reactant: [NH2:1][C@H:2]1[CH2:7][CH2:6][CH2:5][C@@H:4]([NH:8][C:9](=[O:15])[O:10][C:11]([CH3:14])([CH3:13])[CH3:12])[CH2:3]1.[Cl:16][C:17]1[CH:18]=[C:19]2[C:25]([C:26]3[N:31]=[C:30](S(C)=O)[C:29]([F:35])=[CH:28][N:27]=3)=[CH:24][N:23]([S:36]([C:39]3[CH:44]=[CH:43][C:42]([CH3:45])=[CH:41][CH:40]=3)(=[O:38])=[O:37])[C:20]2=[N:21][CH:22]=1. Product: [Cl:16][C:17]1[CH:18]=[C:19]2[C:25]([C:26]3[N:31]=[C:30]([NH:1][C@H:2]4[CH2:7][CH2:6][CH2:5][C@@H:4]([NH:8][C:9](=[O:15])[O:10][C:11]([CH3:12])([CH3:14])[CH3:13])[CH2:3]4)[C:29]([F:35])=[CH:28][N:27]=3)=[CH:24][N:23]([S:36]([C:39]3[CH:44]=[CH:43][C:42]([CH3:45])=[CH:41][CH:40]=3)(=[O:38])=[O:37])[C:20]2=[N:21][CH:22]=1. The catalyst class is: 1.